Dataset: Peptide-MHC class II binding affinity with 134,281 pairs from IEDB. Task: Regression. Given a peptide amino acid sequence and an MHC pseudo amino acid sequence, predict their binding affinity value. This is MHC class II binding data. (1) The peptide sequence is HDKKSMGDDHFWAVR. The MHC is HLA-DQA10101-DQB10501 with pseudo-sequence HLA-DQA10101-DQB10501. The binding affinity (normalized) is 0. (2) The peptide sequence is KLTVVVGDIIGVLEQ. The MHC is DRB1_0404 with pseudo-sequence DRB1_0404. The binding affinity (normalized) is 0.271. (3) The peptide sequence is ANPGLIIGALAG. The binding affinity (normalized) is 0.185. The MHC is DRB1_0404 with pseudo-sequence DRB1_0404.